Dataset: Catalyst prediction with 721,799 reactions and 888 catalyst types from USPTO. Task: Predict which catalyst facilitates the given reaction. (1) Reactant: S(=O)(=O)(O)O.[NH2:6][C:7]1[NH:12][C:11](=[O:13])[CH:10]=[CH:9][N:8]=1.[N+:14]([O-])([OH:16])=[O:15]. Product: [NH2:6][C:7]1[NH:12][C:11](=[O:13])[C:10]([N+:14]([O-:16])=[O:15])=[CH:9][N:8]=1. The catalyst class is: 6. (2) Reactant: [NH:1](C(OC(C)(C)C)=O)[C@H:2]([C:8]([O:10]C(C)(C)C)=[O:9])[CH2:3][CH2:4][C:5](=[O:7])O.[CH:22]1[CH:27]=N[C:25]2[N:28](O)N=N[C:24]=2[CH:23]=1.[CH3:32]N(C(ON1N=NC2C=CC=NC1=2)=[N+](C)C)C.F[P-](F)(F)(F)(F)F.[PH:56](=[O:67])([O:59]C1C=CC=C(N)C=1)[O:57][CH3:58]. Product: [OH:67][P:56]([C:27]1[CH:32]=[C:25]([NH:28][C:5](=[O:7])[CH2:4][CH2:3][C@@H:2]([C:8]([OH:10])=[O:9])[NH2:1])[CH:24]=[CH:23][CH:22]=1)([O:57][CH3:58])=[O:59]. The catalyst class is: 338.